This data is from Reaction yield outcomes from USPTO patents with 853,638 reactions. The task is: Predict the reaction yield, written as a fraction of the theoretical maximum amount of product (1.0 means a 100% yield; for example, 0.34 means a 34% yield). (1) The reactants are [OH:1][C:2]1[CH:7]=[CH:6][C:5]([C:8]2[CH:13]=[CH:12][C:11]([C:14]([OH:16])=[O:15])=[CH:10][CH:9]=2)=[CH:4][CH:3]=1.[OH-].[K+].Br[CH2:20][CH2:21][CH2:22][CH2:23][CH2:24][CH2:25][CH2:26][CH2:27][CH3:28].Cl. The catalyst is C(O)C.O.O. The product is [CH2:20]([O:1][C:2]1[CH:3]=[CH:4][C:5]([C:8]2[CH:13]=[CH:12][C:11]([C:14]([OH:16])=[O:15])=[CH:10][CH:9]=2)=[CH:6][CH:7]=1)[CH2:21][CH2:22][CH2:23][CH2:24][CH2:25][CH2:26][CH2:27][CH3:28]. The yield is 0.620. (2) The reactants are Br[C:2]1[CH:3]=[CH:4][C:5]([N:8]2[C:12]3[CH:13]=[CH:14][C:15]([O:17][CH3:18])=[CH:16][C:11]=3[N:10]=[C:9]2[C:19]([F:22])([F:21])[F:20])=[N:6][CH:7]=1.[NH:23]1CCC[C@H:24]1[C:25](O)=O.CCN.C([O-])([O-])=O.[K+].[K+]. The catalyst is O.[Cu]I.CS(C)=O. The product is [CH2:24]([NH:23][C:2]1[CH:7]=[N:6][C:5]([N:8]2[C:12]3[CH:13]=[CH:14][C:15]([O:17][CH3:18])=[CH:16][C:11]=3[N:10]=[C:9]2[C:19]([F:22])([F:21])[F:20])=[CH:4][CH:3]=1)[CH3:25]. The yield is 0.780. (3) The reactants are [Cl:1][C:2]1[CH:3]=[C:4]2[C:8](=[C:9]([NH:11][CH:12]3[CH2:16][CH2:15][CH2:14][CH2:13]3)[CH:10]=1)[NH:7][C:6]([C:17]1[S:18][CH2:19][C@@H:20]([CH2:22][C:23](O)=[O:24])[N:21]=1)=[CH:5]2.[NH:26]1[CH2:31][CH2:30][CH2:29][CH2:28][CH2:27]1. No catalyst specified. The product is [Cl:1][C:2]1[CH:3]=[C:4]2[C:8](=[C:9]([NH:11][CH:12]3[CH2:16][CH2:15][CH2:14][CH2:13]3)[CH:10]=1)[NH:7][C:6]([C:17]1[S:18][CH2:19][C@@H:20]([CH2:22][C:23]([N:26]3[CH2:31][CH2:30][CH2:29][CH2:28][CH2:27]3)=[O:24])[N:21]=1)=[CH:5]2. The yield is 0.570. (4) The reactants are [NH:1]1[C:9]2[C:4](=[CH:5][CH:6]=[CH:7][C:8]=2[C:10](OC)=[O:11])[CH:3]=[CH:2]1.[H-].[H-].[H-].[H-].[Li+].[Al+3]. The catalyst is C1COCC1. The product is [NH:1]1[C:9]2[C:4](=[CH:5][CH:6]=[CH:7][C:8]=2[CH2:10][OH:11])[CH:3]=[CH:2]1. The yield is 0.980. (5) The reactants are [CH3:1][O:2][C:3]1[CH:13]=[CH:12][CH:11]=[C:5]2[C:6]([NH:8][C:9](=O)[C:4]=12)=O.B.CO.Cl. The catalyst is O1CCCC1. The product is [CH3:1][O:2][C:3]1[CH:13]=[CH:12][CH:11]=[C:5]2[C:4]=1[CH2:9][NH:8][CH2:6]2. The yield is 0.590. (6) The reactants are O=C1C2[C:5](=[C:6](/[N:11]=[CH:12]/[C:13]3[CH:18]=[CH:17][C:16]([CH:19]4[CH2:23][CH2:22][CH2:21][N:20]4[C:24]([O:26][CH2:27][C:28]4[CH:33]=[CH:32][CH:31]=[CH:30][CH:29]=4)=[O:25])=[CH:15][CH:14]=3)C=CC=2)[CH2:4]O1.[F:34][C:35]1[CH:42]=[CH:41][C:38]([CH:39]=O)=[CH:37][CH:36]=1.[CH3:43][CH2:44][O-:45].[Na+].[C:47]([O:51][CH2:52][CH3:53])(=[O:50])[CH2:48][CH3:49]. The catalyst is CCO. The product is [CH2:27]([O:26][C:24]([N:20]1[CH2:21][CH2:22][CH2:23][CH:19]1[C:16]1[CH:17]=[CH:18][C:13]([CH:12]2[CH:39]([C:38]3[CH:41]=[CH:42][C:35]([F:34])=[CH:36][CH:37]=3)[C:44](=[O:45])[C:43]3[C:48]([C:47]([O:51][CH2:52][CH3:53])=[O:50])=[CH:49][CH:4]=[CH:5][C:6]=3[NH:11]2)=[CH:14][CH:15]=1)=[O:25])[C:28]1[CH:29]=[CH:30][CH:31]=[CH:32][CH:33]=1. The yield is 0.200.